This data is from Catalyst prediction with 721,799 reactions and 888 catalyst types from USPTO. The task is: Predict which catalyst facilitates the given reaction. (1) Product: [F:17][C:4]1[CH:5]=[C:6]([B:8]2[O:12][C:11]([CH3:13])([CH3:14])[C:10]([CH3:16])([CH3:15])[O:9]2)[CH:7]=[C:2]([F:1])[C:3]=1[O:18][CH2:20][CH2:21][CH2:22][CH2:23][CH2:24][C:25]([O:27][CH2:28][CH3:29])=[O:26]. The catalyst class is: 23. Reactant: [F:1][C:2]1[CH:7]=[C:6]([B:8]2[O:12][C:11]([CH3:14])([CH3:13])[C:10]([CH3:16])([CH3:15])[O:9]2)[CH:5]=[C:4]([F:17])[C:3]=1[OH:18].Br[CH2:20][CH2:21][CH2:22][CH2:23][CH2:24][C:25]([O:27][CH2:28][CH3:29])=[O:26].C([O-])([O-])=O.[Cs+].[Cs+]. (2) Reactant: [CH3:1][O:2][C:3](=[O:16])[C:4]1[CH:9]=[C:8]([NH:10][S:11]([CH3:14])(=[O:13])=[O:12])[CH:7]=[C:6]([Cl:15])[CH:5]=1.C(=O)([O-])[O-].[Cs+].[Cs+].[CH2:23](Br)[C:24]1[CH:29]=[CH:28][CH:27]=[CH:26][CH:25]=1. Product: [CH3:1][O:2][C:3](=[O:16])[C:4]1[CH:5]=[C:6]([Cl:15])[CH:7]=[C:8]([N:10]([CH2:23][C:24]2[CH:29]=[CH:28][CH:27]=[CH:26][CH:25]=2)[S:11]([CH3:14])(=[O:13])=[O:12])[CH:9]=1. The catalyst class is: 10. (3) Reactant: [NH2:1][C:2]1[CH:29]=[C:5]2[CH2:6][N:7]([C:11]([O:13][CH2:14][C:15]3[CH:20]=[C:19]([C:21]([F:24])([F:23])[F:22])[CH:18]=[C:17]([C:25]([F:28])([F:27])[F:26])[CH:16]=3)=[O:12])[CH2:8][CH2:9][CH2:10][N:4]2[N:3]=1.[Br:30][CH2:31][CH2:32][CH2:33][CH2:34][C:35](Cl)=[O:36].CCN(C(C)C)C(C)C. Product: [Br:30][CH2:31][CH2:32][CH2:33][CH2:34][C:35]([NH:1][C:2]1[CH:29]=[C:5]2[CH2:6][N:7]([C:11]([O:13][CH2:14][C:15]3[CH:20]=[C:19]([C:21]([F:22])([F:23])[F:24])[CH:18]=[C:17]([C:25]([F:28])([F:26])[F:27])[CH:16]=3)=[O:12])[CH2:8][CH2:9][CH2:10][N:4]2[N:3]=1)=[O:36]. The catalyst class is: 56. (4) Reactant: Cl[C:2]1[CH:19]=[C:18](F)[C:17]([N+:21]([O-:23])=[O:22])=[CH:16][C:3]=1[C:4]([NH:6][C:7]1[CH:8]=[C:9]2[C:13](=[CH:14][CH:15]=1)[NH:12][N:11]=[CH:10]2)=[O:5].[NH4+].[OH-].[NH2:26]C1C=C(F)C([N+]([O-])=O)=CC=1C(NC1C=C2C(C=NN2)=CC=1)=O.[CH3:49][N:50]1[CH2:55][CH2:54][NH:53][CH2:52][CH2:51]1. Product: [NH2:26][C:18]1[C:17]([N+:21]([O-:23])=[O:22])=[CH:16][C:3]([C:4]([NH:6][C:7]2[CH:8]=[C:9]3[C:13](=[CH:14][CH:15]=2)[NH:12][N:11]=[CH:10]3)=[O:5])=[C:2]([N:53]2[CH2:54][CH2:55][N:50]([CH3:49])[CH2:51][CH2:52]2)[CH:19]=1. The catalyst class is: 12. (5) Reactant: [F:1][C:2]1[CH:7]=[CH:6][C:5]([CH:8]([CH:17]2[CH2:22][CH2:21][N:20]([CH:23]([CH3:25])[CH3:24])[CH2:19][CH2:18]2)[C:9]([N:11]2[CH2:16][CH2:15][NH:14][CH2:13][CH2:12]2)=O)=[CH:4][CH:3]=1.[H-].[Al+3].[Li+].[H-].[H-].[H-].N. Product: [F:1][C:2]1[CH:3]=[CH:4][C:5]([CH:8]([CH:17]2[CH2:22][CH2:21][N:20]([CH:23]([CH3:25])[CH3:24])[CH2:19][CH2:18]2)[CH2:9][N:11]2[CH2:16][CH2:15][NH:14][CH2:13][CH2:12]2)=[CH:6][CH:7]=1. The catalyst class is: 7.